Dataset: Reaction yield outcomes from USPTO patents with 853,638 reactions. Task: Predict the reaction yield, written as a fraction of the theoretical maximum amount of product (1.0 means a 100% yield; for example, 0.34 means a 34% yield). (1) The catalyst is C1COCC1. The product is [CH2:30]([N:41]([CH3:40])[C:25]([C@@H:11]1[CH2:10][C@@H:9]([S:8][CH2:7][C:6]2[CH:28]=[CH:29][C:3]([O:2][CH3:1])=[CH:4][CH:5]=2)[CH2:13][N:12]1[S:14]([CH2:17][CH2:18][C:19]1[CH:20]=[CH:21][CH:22]=[CH:23][CH:24]=1)(=[O:15])=[O:16])=[O:27])[C:31]1[CH:32]=[CH:33][CH:34]=[CH:35][CH:36]=1. The yield is 0.100. The reactants are [CH3:1][O:2][C:3]1[CH:29]=[CH:28][C:6]([CH2:7][S:8][C@H:9]2[CH2:13][N:12]([S:14]([CH2:17][CH2:18][C:19]3[CH:24]=[CH:23][CH:22]=[CH:21][CH:20]=3)(=[O:16])=[O:15])[C@H:11]([C:25]([OH:27])=O)[CH2:10]2)=[CH:5][CH:4]=1.[CH2:30](CN)[C:31]1[CH:36]=[CH:35][CH:34]=[CH:33][CH:32]=1.C[CH2:40][N:41]=C=NCCCN(C)C.C1C=CC2N(O)N=NC=2C=1.OS([O-])(=O)=O.[K+].CCOC(C)=O. (2) The reactants are [CH3:1][O:2][C:3]([C:5]1[S:6][CH:7]=[CH:8][C:9]=1[NH2:10])=[O:4].[O:11](C(OC(C)(C)C)=O)[C:12]([O:14][C:15]([CH3:18])([CH3:17])[CH3:16])=O. The catalyst is CN(C1C=CN=CC=1)C.N1C=CC=CC=1. The product is [CH3:1][O:2][C:3]([C:5]1[S:6][CH:7]=[CH:8][C:9]=1[NH:10][C:12]([O:14][C:15]([CH3:18])([CH3:17])[CH3:16])=[O:11])=[O:4]. The yield is 0.700. (3) The reactants are [N:1]1[CH:6]=[CH:5][C:4](/[CH:7]=[CH:8]/[C:9](=[O:18])/[CH:10]=[CH:11]/[C:12]2[CH:17]=[CH:16][N:15]=[CH:14][CH:13]=2)=[CH:3][CH:2]=1.[CH3:19][NH2:20]. The catalyst is CN(C=O)C. The product is [CH3:19][N:20]1[CH:7]([C:4]2[CH:5]=[CH:6][N:1]=[CH:2][CH:3]=2)[CH2:8][C:9](=[O:18])[CH2:10][CH:11]1[C:12]1[CH:13]=[CH:14][N:15]=[CH:16][CH:17]=1. The yield is 0.480.